Task: Predict which catalyst facilitates the given reaction.. Dataset: Catalyst prediction with 721,799 reactions and 888 catalyst types from USPTO (1) Reactant: [NH2:1][C:2]1[CH:11]=[CH:10][CH:9]=[CH:8][C:3]=1[C:4]([NH:6][CH3:7])=[O:5].CCN(C(C)C)C(C)C.[Cl:21][C:22]1[N:27]=[C:26](Cl)[C:25]([Cl:29])=[CH:24][N:23]=1. Product: [Cl:21][C:22]1[N:27]=[C:26]([NH:1][C:2]2[CH:11]=[CH:10][CH:9]=[CH:8][C:3]=2[C:4]([NH:6][CH3:7])=[O:5])[C:25]([Cl:29])=[CH:24][N:23]=1. The catalyst class is: 32. (2) The catalyst class is: 9. Reactant: [NH:1]1[CH:5]=[CH:4][CH:3]=[N:2]1.[H-].[Na+].Br[C:9]1[N:13]2[CH2:14][CH2:15][N:16]([C:18]([O:20][C:21]([CH3:24])([CH3:23])[CH3:22])=[O:19])[CH2:17][C:12]2=[N:11][N:10]=1. Product: [N:1]1([C:9]2[N:13]3[CH2:14][CH2:15][N:16]([C:18]([O:20][C:21]([CH3:24])([CH3:23])[CH3:22])=[O:19])[CH2:17][C:12]3=[N:11][N:10]=2)[CH:5]=[CH:4][CH:3]=[N:2]1. (3) Reactant: C(O[C:4]1(O[Si](C)(C)C)[CH2:6][CH2:5]1)C.C(O)(=O)C.[N:16]1([C:22]([O:24][C:25]([CH3:28])([CH3:27])[CH3:26])=[O:23])[CH2:21][CH2:20][NH:19][CH2:18][CH2:17]1.C([BH3-])#N.[Na+]. Product: [CH:4]1([N:19]2[CH2:20][CH2:21][N:16]([C:22]([O:24][C:25]([CH3:28])([CH3:27])[CH3:26])=[O:23])[CH2:17][CH2:18]2)[CH2:6][CH2:5]1. The catalyst class is: 36.